Dataset: Forward reaction prediction with 1.9M reactions from USPTO patents (1976-2016). Task: Predict the product of the given reaction. (1) Given the reactants [CH3:1][C:2]([C:4]1[CH:9]=[CH:8][C:7]([C:10]([F:13])([F:12])[F:11])=[CH:6][C:5]=1[C:14]([F:17])([F:16])[F:15])=[O:3].[Br-:18].[Br-].[Br-].C1([N+](C)(C)C)C=CC=CC=1.C1([N+](C)(C)C)C=CC=CC=1.C1([N+](C)(C)C)C=CC=CC=1, predict the reaction product. The product is: [Br:18][CH2:1][C:2]([C:4]1[CH:9]=[CH:8][C:7]([C:10]([F:11])([F:12])[F:13])=[CH:6][C:5]=1[C:14]([F:15])([F:16])[F:17])=[O:3]. (2) Given the reactants [CH3:1][C:2]1([CH3:16])[C:6]([CH3:8])([CH3:7])[O:5][B:4]([C:9]2[CH:15]=[CH:14][C:12]([NH2:13])=[CH:11][CH:10]=2)[O:3]1.[Br:17][C:18]1[CH:19]=[C:20]([CH:23]=[CH:24][CH:25]=1)[CH:21]=O.C(O[BH-](OC(=O)C)OC(=O)C)(=O)C.[Na+].[Cl-].[NH4+], predict the reaction product. The product is: [Br:17][C:18]1[CH:19]=[C:20]([CH2:21][NH:13][C:12]2[CH:14]=[CH:15][C:9]([B:4]3[O:3][C:2]([CH3:16])([CH3:1])[C:6]([CH3:7])([CH3:8])[O:5]3)=[CH:10][CH:11]=2)[CH:23]=[CH:24][CH:25]=1. (3) Given the reactants Br.Br.[CH3:3][C:4]([CH3:13])([CH3:12])[CH2:5][N:6]1[CH2:11][CH2:10][NH:9][CH2:8][CH2:7]1.Br[CH2:15][C:16]1[CH:21]=[CH:20][C:19]([NH:22][C:23](=[O:28])[C:24]([F:27])([F:26])[F:25])=[CH:18][C:17]=1[C:29]([F:32])([F:31])[F:30].C(N(CC)CC)C, predict the reaction product. The product is: [CH3:3][C:4]([CH3:13])([CH3:12])[CH2:5][N:6]1[CH2:11][CH2:10][N:9]([CH2:15][C:16]2[CH:21]=[CH:20][C:19]([NH:22][C:23](=[O:28])[C:24]([F:27])([F:26])[F:25])=[CH:18][C:17]=2[C:29]([F:30])([F:31])[F:32])[CH2:8][CH2:7]1.